From a dataset of Forward reaction prediction with 1.9M reactions from USPTO patents (1976-2016). Predict the product of the given reaction. (1) Given the reactants C(OC([NH:8][C:9](=[N:54]C(OC(C)(C)C)=O)[NH:10][C:11]1[CH:53]=[CH:52][C:14]([C:15]([O:17][C:18]2[CH:23]=[CH:22][C:21]([CH:24]([CH3:50])[C:25]([N:27]([CH2:36][C:37]3[CH:38]=[C:39]([CH:47]=[CH:48][CH:49]=3)[C:40]([O:42]C(C)(C)C)=[O:41])[CH2:28][C:29]([O:31]C(C)(C)C)=[O:30])=[O:26])=[C:20]([Cl:51])[CH:19]=2)=[O:16])=[CH:13][CH:12]=1)=O)(C)(C)C.FC(F)(F)C(O)=O, predict the reaction product. The product is: [NH:10]([C:11]1[CH:12]=[CH:13][C:14]([C:15]([O:17][C:18]2[CH:23]=[CH:22][C:21]([CH:24]([CH3:50])[C:25]([N:27]([CH2:36][C:37]3[CH:38]=[C:39]([CH:47]=[CH:48][CH:49]=3)[C:40]([OH:42])=[O:41])[CH2:28][C:29]([OH:31])=[O:30])=[O:26])=[C:20]([Cl:51])[CH:19]=2)=[O:16])=[CH:52][CH:53]=1)[C:9]([NH2:54])=[NH:8]. (2) Given the reactants [CH3:1][S:2](Cl)(=[O:4])=[O:3].[C:6]([O:15][CH3:16])(=[O:14])[C:7]1[C:8](=[CH:10][CH:11]=[CH:12][CH:13]=1)[NH2:9].N1C=CC=CC=1, predict the reaction product. The product is: [CH3:1][S:2]([NH:9][C:8]1[CH:10]=[CH:11][CH:12]=[CH:13][C:7]=1[C:6]([O:15][CH3:16])=[O:14])(=[O:4])=[O:3].